From a dataset of Full USPTO retrosynthesis dataset with 1.9M reactions from patents (1976-2016). Predict the reactants needed to synthesize the given product. (1) Given the product [NH2:5][C:6]1[C:7]([CH:12]2[CH2:13][CH2:14][CH:15]([N:18]3[CH2:21][CH:20]([NH:22][C:23]([CH2:25][NH:26][C:27](=[O:38])[C:28]4[CH:33]=[CH:32][CH:31]=[C:30]([C:34]([F:37])([F:36])[F:35])[CH:29]=4)=[O:24])[CH2:19]3)[CH2:16][CH2:17]2)=[N:8][CH:9]=[CH:10][CH:11]=1, predict the reactants needed to synthesize it. The reactants are: FC(F)(F)C([NH:5][C:6]1[C:7]([CH:12]2[CH2:17][CH2:16][CH:15]([N:18]3[CH2:21][CH:20]([NH:22][C:23]([CH2:25][NH:26][C:27](=[O:38])[C:28]4[CH:33]=[CH:32][CH:31]=[C:30]([C:34]([F:37])([F:36])[F:35])[CH:29]=4)=[O:24])[CH2:19]3)[CH2:14][CH2:13]2)=[N:8][CH:9]=[CH:10][CH:11]=1)=O.C(=O)([O-])[O-].[K+].[K+]. (2) Given the product [CH3:19][O:20][C:21](=[O:43])[CH2:22][N:23]1[C:27]2[C:28]([CH3:33])=[CH:29][C:30]([CH3:32])=[CH:31][C:26]=2[N:25]([CH2:34][C:35]([OH:37])=[O:36])[C:24]1=[O:42], predict the reactants needed to synthesize it. The reactants are: O=C1N(CC(OC(C)(C)C)=O)C2C=CC=CC=2N1.[CH3:19][O:20][C:21](=[O:43])[CH2:22][N:23]1[C:27]2[C:28]([CH3:33])=[CH:29][C:30]([CH3:32])=[CH:31][C:26]=2[N:25]([CH2:34][C:35]([O:37]C(C)(C)C)=[O:36])[C:24]1=[O:42]. (3) The reactants are: [NH:1]1[C:5]2=[N:6][CH:7]=[C:8]([C:10]3[CH:11]=[C:12]([NH:16][S:17]([CH3:20])(=[O:19])=[O:18])[CH:13]=[CH:14][CH:15]=3)[CH:9]=[C:4]2[CH:3]=[CH:2]1.[I:21]N1C(=O)CCC1=O. Given the product [I:21][C:3]1[C:4]2[C:5](=[N:6][CH:7]=[C:8]([C:10]3[CH:11]=[C:12]([NH:16][S:17]([CH3:20])(=[O:18])=[O:19])[CH:13]=[CH:14][CH:15]=3)[CH:9]=2)[NH:1][CH:2]=1, predict the reactants needed to synthesize it. (4) The reactants are: [CH3:1][C:2]1([CH3:31])[C:10]2[C:9]3[CH:11]=[C:12]([S:19]([O-:22])(=[O:21])=[O:20])[CH:13]=[C:14]([S:15]([O-:18])(=[O:17])=[O:16])[C:8]=3[CH:7]=[CH:6][C:5]=2[N+:4]([CH2:23][CH2:24][CH2:25][S:26]([O-:29])(=[O:28])=[O:27])=[C:3]1[CH3:30].[Na+:32].[Na+].[Br-:34].Br/[C:36](=[CH:45]\[NH:46][C:47]1[CH:52]=[CH:51][CH:50]=[CH:49][CH:48]=1)/[CH:37]=[NH+]/C1C=CC=CC=1.N1[CH:58]=[CH:57][CH:56]=[CH:55][CH:54]=1.C(O[C:63](=O)[CH3:64])(=O)C. Given the product [Br:34]/[C:55](=[CH:56]\[CH:57]=[C:58]1\[N:46]([CH2:45][CH2:36][CH2:37][S:19]([O-:22])(=[O:21])=[O:20])[C:47]2[CH:48]=[CH:49][C:50]3[C:64]([S:26]([O-:29])(=[O:28])=[O:27])=[CH:63][C:14]([S:15]([O-:18])(=[O:17])=[O:16])=[CH:13][C:51]=3[C:52]=2[C:2]\1([CH3:3])[CH3:1])/[CH:54]=[CH:30]/[C:3]1[C:2]([CH3:31])([CH3:1])[C:10]2[C:9]3[CH:11]=[C:12]([S:19]([O-:22])(=[O:20])=[O:21])[CH:13]=[C:14]([S:15]([O-:18])(=[O:16])=[O:17])[C:8]=3[CH:7]=[CH:6][C:5]=2[N+:4]=1[CH2:23][CH2:24][CH2:25][S:26]([O-:29])(=[O:28])=[O:27].[Na+:32].[Na+:32].[Na+:32].[Na+:32].[Na+:32], predict the reactants needed to synthesize it. (5) Given the product [O:39]([C:27]1[C:26]([NH:25][C:22]2[S:23][CH:24]=[C:20]([CH:17]3[CH2:16][CH2:15][N:14]([C:11](=[O:13])[CH3:12])[CH2:19][CH2:18]3)[N:21]=2)=[N:31][CH:30]=[C:29]([S:32][C:2]2[C:3]3[CH:10]=[CH:9][S:8][C:4]=3[N:5]=[CH:6][N:7]=2)[CH:28]=1)[C:40]1[CH:41]=[CH:42][CH:43]=[CH:44][CH:45]=1, predict the reactants needed to synthesize it. The reactants are: Cl[C:2]1[C:3]2[CH:10]=[CH:9][S:8][C:4]=2[N:5]=[CH:6][N:7]=1.[C:11]([N:14]1[CH2:19][CH2:18][CH:17]([C:20]2[N:21]=[C:22]([NH:25][C:26]3[N:31]=[CH:30][C:29]([S:32]CCC(OC)=O)=[CH:28][C:27]=3[O:39][C:40]3[CH:45]=[CH:44][CH:43]=[CH:42][CH:41]=3)[S:23][CH:24]=2)[CH2:16][CH2:15]1)(=[O:13])[CH3:12].CC([O-])(C)C.[K+].